This data is from Catalyst prediction with 721,799 reactions and 888 catalyst types from USPTO. The task is: Predict which catalyst facilitates the given reaction. Reactant: [F:1][C:2]1[CH:3]=[CH:4][CH:5]=[C:6]2[C:10]=1[NH:9][C:8](=[O:11])[CH2:7]2.[H-].[Na+].[Cl:14][C:15]1[C:24]2[C:19](=[CH:20][C:21]([O:27][CH2:28][CH2:29][CH2:30][N:31]3[CH2:36][CH2:35][O:34][CH2:33][CH2:32]3)=[C:22]([O:25][CH3:26])[CH:23]=2)[N:18]=[CH:17][N:16]=1. Product: [ClH:14].[ClH:14].[F:1][C:2]1[CH:3]=[CH:4][CH:5]=[C:6]2[C:10]=1[NH:9][C:8](=[O:11])[CH:7]2[C:15]1[C:24]2[C:19](=[CH:20][C:21]([O:27][CH2:28][CH2:29][CH2:30][N:31]3[CH2:32][CH2:33][O:34][CH2:35][CH2:36]3)=[C:22]([O:25][CH3:26])[CH:23]=2)[N:18]=[CH:17][N:16]=1. The catalyst class is: 9.